Task: Regression. Given a peptide amino acid sequence and an MHC pseudo amino acid sequence, predict their binding affinity value. This is MHC class II binding data.. Dataset: Peptide-MHC class II binding affinity with 134,281 pairs from IEDB The binding affinity (normalized) is 0.306. The MHC is HLA-DQA10501-DQB10201 with pseudo-sequence HLA-DQA10501-DQB10201. The peptide sequence is NVFDEVIPTAFTVGK.